Dataset: Full USPTO retrosynthesis dataset with 1.9M reactions from patents (1976-2016). Task: Predict the reactants needed to synthesize the given product. (1) Given the product [C:21]([O:25][C:26](=[O:44])/[CH:27]=[CH:28]/[C:29]1[CH:33]=[CH:32][N:31]([S:34]([C:37]2[CH:42]=[CH:41][C:40]([C:16]3[CH:17]=[N:11][CH:15]=[CH:14][CH:13]=3)=[CH:39][CH:38]=2)(=[O:36])=[O:35])[CH:30]=1)([CH3:24])([CH3:23])[CH3:22], predict the reactants needed to synthesize it. The reactants are: BrC1C=CC(S([N:11]2[CH:15]=[CH:14][C:13](/[CH:16]=[CH:17]/C(O)=O)=C2)(=O)=O)=CC=1.[C:21]([O:25][C:26](=[O:44])/[CH:27]=[CH:28]/[C:29]1[CH:33]=[CH:32][N:31]([S:34]([C:37]2[CH:42]=[CH:41][C:40](Br)=[CH:39][CH:38]=2)(=[O:36])=[O:35])[CH:30]=1)([CH3:24])([CH3:23])[CH3:22].N1C=CC=C(B(O)O)C=1.C(=O)([O-])[O-].[Na+].[Na+]. (2) Given the product [S:32]1[CH:6]=[CH:7][CH:2]=[C:3]1[S:8]([N:11]1[C:19]2[C:14](=[C:15]([CH:20]=[CH2:21])[CH:16]=[CH:17][CH:18]=2)[CH:13]=[CH:12]1)(=[O:10])=[O:9], predict the reactants needed to synthesize it. The reactants are: C[C:2]1[CH:7]=[CH:6]C=C[C:3]=1[S:8]([N:11]1[C:19]2[C:14](=[C:15]([CH:20]=[CH2:21])[CH:16]=[CH:17][CH:18]=2)[CH:13]=[CH:12]1)(=[O:10])=[O:9].BrC1C=CC=C2C=1C=CN2[S:32](C1SC=CC=1)(=O)=O.C([Sn](CCCC)(CCCC)C=C)CCC.